Dataset: TCR-epitope binding with 47,182 pairs between 192 epitopes and 23,139 TCRs. Task: Binary Classification. Given a T-cell receptor sequence (or CDR3 region) and an epitope sequence, predict whether binding occurs between them. (1) The epitope is TLDSKTQSL. The TCR CDR3 sequence is CASSQDRGGVNYEQYF. Result: 0 (the TCR does not bind to the epitope). (2) The epitope is GVAMPNLYK. The TCR CDR3 sequence is CASSFGDTQYF. Result: 1 (the TCR binds to the epitope). (3) The epitope is FADDLNQLTGY. The TCR CDR3 sequence is CASSQDSSGANVLTF. Result: 1 (the TCR binds to the epitope).